From a dataset of Reaction yield outcomes from USPTO patents with 853,638 reactions. Predict the reaction yield, written as a fraction of the theoretical maximum amount of product (1.0 means a 100% yield; for example, 0.34 means a 34% yield). (1) The reactants are [F:1][C:2]1[CH:3]=[C:4]([CH:8]([OH:25])[CH2:9][O:10][C:11]2[CH:24]=[CH:23][C:14]([CH:15]=[C:16]3[S:20][C:19](=[O:21])[NH:18][C:17]3=[O:22])=[CH:13][CH:12]=2)[CH:5]=[CH:6][CH:7]=1.N1C=CC=CC=1C1C=CC=CN=1.[BH4-].[Na+].[BH4-]. The catalyst is C1COCC1.O.[Co](Cl)Cl.CC(O)=O. The product is [F:1][C:2]1[CH:3]=[C:4]([CH:8]([OH:25])[CH2:9][O:10][C:11]2[CH:24]=[CH:23][C:14]([CH2:15][CH:16]3[S:20][C:19](=[O:21])[NH:18][C:17]3=[O:22])=[CH:13][CH:12]=2)[CH:5]=[CH:6][CH:7]=1. The yield is 0.720. (2) The reactants are [Br:1][C:2]1[C:3]([CH3:13])=[N:4][O:5][C:6]=1[C:7]1(C(O)=O)[CH2:9][CH2:8]1.C([N:17]([CH2:21]C)C(C)C)(C)C.P(N=[N+]=[N-])(=O)(OC1C=CC=CC=1)[O:24]C1C=CC=CC=1.[C:42]([OH:46])([CH3:45])([CH3:44])[CH3:43]. No catalyst specified. The product is [Br:1][C:2]1[C:3]([CH3:13])=[N:4][O:5][C:6]=1[C:7]1([NH:17][C:21](=[O:24])[O:46][C:42]([CH3:45])([CH3:44])[CH3:43])[CH2:8][CH2:9]1. The yield is 0.750. (3) The reactants are [F:1][C:2]1[CH:10]=[C:9]2[C:5]([CH:6]=[CH:7][NH:8]2)=[CH:4][CH:3]=1.[F:11][C:12]([F:23])([F:22])[C:13](O[C:13](=[O:14])[C:12]([F:23])([F:22])[F:11])=[O:14]. The catalyst is O1CCCC1. The product is [F:11][C:12]([F:23])([F:22])[C:13]([C:6]1[C:5]2[C:9](=[CH:10][C:2]([F:1])=[CH:3][CH:4]=2)[NH:8][CH:7]=1)=[O:14]. The yield is 0.193.